Task: Predict the reactants needed to synthesize the given product.. Dataset: Full USPTO retrosynthesis dataset with 1.9M reactions from patents (1976-2016) (1) Given the product [NH2:14][C:10]1[C:9]([N+:15]([O-:17])=[O:16])=[C:8]([O:7][C:6]2[C:5]([Cl:19])=[CH:4][C:3]([Cl:20])=[C:2]([NH:1][C:30]([NH:29][C:25]3[CH:26]=[CH:27][CH:28]=[C:23]([C:22]([F:21])([F:32])[F:33])[CH:24]=3)=[O:31])[CH:18]=2)[CH:13]=[CH:12][N:11]=1, predict the reactants needed to synthesize it. The reactants are: [NH2:1][C:2]1[C:3]([Cl:20])=[CH:4][C:5]([Cl:19])=[C:6]([CH:18]=1)[O:7][C:8]1[CH:13]=[CH:12][N:11]=[C:10]([NH2:14])[C:9]=1[N+:15]([O-:17])=[O:16].[F:21][C:22]([F:33])([F:32])[C:23]1[CH:24]=[C:25]([N:29]=[C:30]=[O:31])[CH:26]=[CH:27][CH:28]=1. (2) Given the product [F:26][C:2]([F:1])([S:22]([O-:25])(=[O:24])=[O:23])[C:3]([F:20])([F:21])[CH2:4][CH2:5][O:6][C:7]([C:9]12[CH2:16][CH:15]3[CH2:14][CH:13]([CH2:12][C:11]([O:19][C:33](=[O:34])[C:32]([F:43])([F:42])[F:31])([CH2:17]3)[CH2:10]1)[CH2:18]2)=[O:8].[Na+:27], predict the reactants needed to synthesize it. The reactants are: [F:1][C:2]([F:26])([S:22]([O-:25])(=[O:24])=[O:23])[C:3]([F:21])([F:20])[CH2:4][CH2:5][O:6][C:7]([C:9]12[CH2:18][CH:13]3[CH2:14][CH:15]([CH2:17][C:11]([OH:19])([CH2:12]3)[CH2:10]1)[CH2:16]2)=[O:8].[Na+:27].ClCCl.[F:31][C:32]([F:43])([F:42])[C:33](O[C:33](=[O:34])[C:32]([F:43])([F:42])[F:31])=[O:34]. (3) Given the product [C:12]([O:8][C:7](=[O:9])[C:6]1[CH:10]=[CH:11][C:3]([CH:1]=[O:2])=[CH:4][CH:5]=1)([CH3:15])([CH3:14])[CH3:13], predict the reactants needed to synthesize it. The reactants are: [CH:1]([C:3]1[CH:11]=[CH:10][C:6]([C:7]([OH:9])=[O:8])=[CH:5][CH:4]=1)=[O:2].[C:12](OC(O[C:12]([CH3:15])([CH3:14])[CH3:13])N(C)C)([CH3:15])([CH3:14])[CH3:13].